From a dataset of Full USPTO retrosynthesis dataset with 1.9M reactions from patents (1976-2016). Predict the reactants needed to synthesize the given product. (1) Given the product [C:1]([N:4]1[C:13]2[C:8](=[CH:9][C:10]([C:14]3[CH:19]=[CH:18][C:17]([CH2:20][N:29]4[CH2:34][CH2:33][CH2:32][CH2:31][CH2:30]4)=[CH:16][CH:15]=3)=[CH:11][CH:12]=2)[C@H:7]([NH:22][C:23](=[O:27])[O:24][CH2:25][CH3:26])[CH2:6][C@@H:5]1[CH3:28])(=[O:3])[CH3:2], predict the reactants needed to synthesize it. The reactants are: [C:1]([N:4]1[C:13]2[C:8](=[CH:9][C:10]([C:14]3[CH:19]=[CH:18][C:17]([CH2:20]Cl)=[CH:16][CH:15]=3)=[CH:11][CH:12]=2)[CH:7]([NH:22][C:23](=[O:27])[O:24][CH2:25][CH3:26])[CH2:6][CH:5]1[CH3:28])(=[O:3])[CH3:2].[NH:29]1[CH2:34][CH2:33][CH2:32][CH2:31][CH2:30]1.C(=O)([O-])[O-].[K+].[K+]. (2) Given the product [OH:3][CH2:4][C@H:6]1[O:7][C:8]2([CH2:19][CH2:18][CH2:17][CH2:16]2)[O:9][C@@H:10]1[CH2:11][OH:12], predict the reactants needed to synthesize it. The reactants are: C([O:3][C:4]([C@H:6]1[C@H:10]([C:11](OCC)=[O:12])[O:9][C:8]2([CH2:19][CH2:18][CH2:17][CH2:16]2)[O:7]1)=O)C.[H-].[H-].[H-].[H-].[Li+].[Al+3].C(C(C(C([O-])=O)O)O)([O-])=O.[Na+].[K+].[H-]. (3) Given the product [CH3:12][O:9][C:8]([C:6]1[CH:5]=[CH:4][CH:3]=[C:2]([Cl:1])[N:7]=1)=[O:10], predict the reactants needed to synthesize it. The reactants are: [Cl:1][C:2]1[N:7]=[C:6]([C:8]([OH:10])=[O:9])[CH:5]=[CH:4][CH:3]=1.Cl.[CH3:12]O. (4) Given the product [CH3:28][N:29]([O:30][CH3:31])[C:10]([C@@H:9]([NH:8][C:6](=[O:7])[O:5][C:2]([CH3:1])([CH3:3])[CH3:4])[CH2:13][CH3:14])=[O:12], predict the reactants needed to synthesize it. The reactants are: [CH3:1][C:2]([O:5][C:6]([NH:8][C@@H:9]([CH2:13][CH3:14])[C:10]([OH:12])=O)=[O:7])([CH3:4])[CH3:3].C(N1C=CN=C1)(N1C=CN=C1)=O.Cl.[CH3:28][NH:29][O:30][CH3:31].CCN(C(C)C)C(C)C.